Task: Predict the reactants needed to synthesize the given product.. Dataset: Full USPTO retrosynthesis dataset with 1.9M reactions from patents (1976-2016) (1) The reactants are: N(C(OC(C)C)=O)=NC(OC(C)C)=O.[O:15]1[CH2:20][CH2:19][CH2:18][CH2:17][CH:16]1[O:21][C@H:22]1[CH2:27][CH2:26][C@H:25]([CH2:28][OH:29])[CH2:24][CH2:23]1.[CH3:30][C:31]1([CH3:45])[C:35]([CH3:37])([CH3:36])[O:34][B:33]([C:38]2[CH:43]=[CH:42][C:41](O)=[CH:40][CH:39]=2)[O:32]1.C1(P(C2C=CC=CC=2)C2C=CC=CC=2)C=CC=CC=1.C(N(CC)CC)C. Given the product [CH3:36][C:35]1([CH3:37])[C:31]([CH3:30])([CH3:45])[O:32][B:33]([C:38]2[CH:43]=[CH:42][C:41]([O:29][CH2:28][C@H:25]3[CH2:26][CH2:27][C@H:22]([O:21][CH:16]4[CH2:17][CH2:18][CH2:19][CH2:20][O:15]4)[CH2:23][CH2:24]3)=[CH:40][CH:39]=2)[O:34]1, predict the reactants needed to synthesize it. (2) Given the product [Br:1][C:2]1[CH:11]=[CH:10][C:5]([CH2:6][OH:7])=[CH:4][C:3]=1[CH2:12][C:13]([F:14])([F:15])[F:16], predict the reactants needed to synthesize it. The reactants are: [Br:1][C:2]1[CH:11]=[CH:10][C:5]([C:6](OC)=[O:7])=[CH:4][C:3]=1[CH2:12][C:13]([F:16])([F:15])[F:14].[H-].[H-].[H-].[H-].[Li+].[Al+3]. (3) Given the product [ClH:23].[Cl:23][C:20]1[C:19]([C:24]2[CH:25]=[CH:26][CH:27]=[CH:28][CH:29]=2)=[CH:18][C:17]([CH2:16][NH:15][C:14]([C:11]2([NH2:31])[CH2:12][CH2:13][NH:8][CH2:9][CH2:10]2)=[O:30])=[CH:22][CH:21]=1, predict the reactants needed to synthesize it. The reactants are: C(OC([N:8]1[CH2:13][CH2:12][C:11]([NH:31]C(OC(C)(C)C)=O)([C:14](=[O:30])[NH:15][CH2:16][C:17]2[CH:18]=[C:19]([C:24]3[CH:29]=[CH:28][CH:27]=[CH:26][CH:25]=3)[C:20]([Cl:23])=[CH:21][CH:22]=2)[CH2:10][CH2:9]1)=O)(C)(C)C. (4) Given the product [Cl:13][C:4]1[C:3]([CH2:8][C:9]#[N:10])=[CH:2][CH:1]=[CH:6][N:5]=1, predict the reactants needed to synthesize it. The reactants are: [CH:1]1[CH:6]=[N+:5]([O-])[CH:4]=[C:3]([CH2:8][C:9]#[N:10])[CH:2]=1.O=P(Cl)(Cl)[Cl:13]. (5) Given the product [NH2:56][C:42]1[N:43]=[C:44]([C:46]2[CH:55]=[C:54]3[C:49]([CH2:50][CH2:51][N:52]([C:1]([NH:24][C@H:16]4[C:17]5[C:22](=[CH:21][CH:20]=[CH:19][CH:18]=5)[CH2:23][C@H:15]4[O:14][CH3:13])=[O:2])[CH2:53]3)=[CH:48][CH:47]=2)[CH:45]=[C:40]([N:37]2[CH2:36][CH2:35][N:34]([CH3:33])[CH2:39][CH2:38]2)[N:41]=1, predict the reactants needed to synthesize it. The reactants are: [C:1](Cl)(Cl)=[O:2].C1(C)C=CC=CC=1.Cl.[CH3:13][O:14][C@@H:15]1[CH2:23][C:22]2[C:17](=[CH:18][CH:19]=[CH:20][CH:21]=2)[C@@H:16]1[NH2:24].C(N(CC)CC)C.Cl.[CH3:33][N:34]1[CH2:39][CH2:38][N:37]([C:40]2[CH:45]=[C:44]([C:46]3[CH:55]=[C:54]4[C:49]([CH2:50][CH2:51][NH:52][CH2:53]4)=[CH:48][CH:47]=3)[N:43]=[C:42]([NH2:56])[N:41]=2)[CH2:36][CH2:35]1.